Dataset: Full USPTO retrosynthesis dataset with 1.9M reactions from patents (1976-2016). Task: Predict the reactants needed to synthesize the given product. (1) Given the product [Br:1][C:2]1[CH:17]=[CH:16][C:5]2[N:6]=[C:7]([CH2:9][C:10]3[O:14][C:13]([NH:36][C@H:37]4[CH2:42][CH2:41][NH:34][C:38]4=[O:58])=[N:12][N:11]=3)[S:8][C:4]=2[CH:3]=1, predict the reactants needed to synthesize it. The reactants are: [Br:1][C:2]1[CH:17]=[CH:16][C:5]2[N:6]=[C:7]([CH2:9][C:10]3[O:14][C:13](O)=[N:12][N:11]=3)[S:8][C:4]=2[CH:3]=1.CCN(C(C)C)C(C)C.F[P-](F)(F)(F)(F)F.[N:34]1(O[P+](N(C)C)(N(C)C)N(C)C)[C:38]2C=C[CH:41]=[CH:42][C:37]=2[N:36]=N1.CN(C=[O:58])C. (2) Given the product [Cl:20][C:9]1[N:10]=[C:11]([N:14]2[CH2:19][CH2:18][O:17][CH2:16][CH2:15]2)[C:12]2[S:13][C:5]([C:3]3[N:21]=[C:22]([NH2:24])[S:23][CH:2]=3)=[CH:6][C:7]=2[N:8]=1, predict the reactants needed to synthesize it. The reactants are: Br[CH2:2][C:3]([C:5]1[S:13][C:12]2[C:11]([N:14]3[CH2:19][CH2:18][O:17][CH2:16][CH2:15]3)=[N:10][C:9]([Cl:20])=[N:8][C:7]=2[CH:6]=1)=O.[NH2:21][C:22]([NH2:24])=[S:23].